This data is from Reaction yield outcomes from USPTO patents with 853,638 reactions. The task is: Predict the reaction yield, written as a fraction of the theoretical maximum amount of product (1.0 means a 100% yield; for example, 0.34 means a 34% yield). The reactants are [Br:1][C:2]1[CH:21]=[CH:20][C:5]2[C:6](=[O:19])[CH:7]([C:9](=[O:18])[C:10]3[CH:15]=[CH:14][C:13]([Cl:16])=[CH:12][C:11]=3[Cl:17])[O:8][C:4]=2[CH:3]=1.S(OC)(O[CH3:26])(=O)=O.C(=O)([O-])[O-].[Cs+].[Cs+]. The catalyst is CC(C)=O. The product is [Br:1][C:2]1[CH:21]=[CH:20][C:5]2[C:6]([O:19][CH3:26])=[C:7]([C:9]([C:10]3[CH:15]=[CH:14][C:13]([Cl:16])=[CH:12][C:11]=3[Cl:17])=[O:18])[O:8][C:4]=2[CH:3]=1. The yield is 0.280.